This data is from Forward reaction prediction with 1.9M reactions from USPTO patents (1976-2016). The task is: Predict the product of the given reaction. (1) Given the reactants [NH2:1][C:2]1[C:7]([C:8]([C:10]2[CH:15]=[C:14]([CH3:16])[CH:13]=[CH:12][C:11]=2[O:17][CH3:18])=[O:9])=[CH:6][N:5]=[C:4]([NH:19][CH:20]2[CH2:25][CH2:24][CH:23]([NH2:26])[CH2:22][CH2:21]2)[N:3]=1.[CH3:27][S:28](Cl)(=[O:30])=[O:29], predict the reaction product. The product is: [NH2:1][C:2]1[C:7]([C:8](=[O:9])[C:10]2[CH:15]=[C:14]([CH3:16])[CH:13]=[CH:12][C:11]=2[O:17][CH3:18])=[CH:6][N:5]=[C:4]([NH:19][CH:20]2[CH2:25][CH2:24][CH:23]([NH:26][S:28]([CH3:27])(=[O:30])=[O:29])[CH2:22][CH2:21]2)[N:3]=1. (2) Given the reactants Br[C:2]1[CH:3]=[C:4]([C:15]2[CH:20]=[CH:19][CH:18]=[CH:17][C:16]=2[Cl:21])[C:5](=[O:14])[N:6]([C:8]2[CH:13]=[CH:12][CH:11]=[CH:10][CH:9]=2)[CH:7]=1.BrC1C=C(I)C(=O)N([C:29]2[CH:34]=[CH:33][CH:32]=[CH:31][CH:30]=2)C=1.ClC1C=CC=CC=1B(O)O.C1([Mg]Cl)CCCCC1.[Cl-].[NH4+], predict the reaction product. The product is: [Cl:21][C:16]1[CH:17]=[CH:18][CH:19]=[CH:20][C:15]=1[C:4]1[C:5](=[O:14])[N:6]([C:8]2[CH:13]=[CH:12][CH:11]=[CH:10][CH:9]=2)[CH:7]=[C:2]([CH:29]2[CH2:34][CH2:33][CH2:32][CH2:31][CH2:30]2)[CH:3]=1. (3) Given the reactants [C:1]([NH:4][CH2:5][CH:6]([C:12]1[C:21]2[C:16](=[CH:17][CH:18]=[C:19]([O:22][CH3:23])[CH:20]=2)[CH:15]=[CH:14][CH:13]=1)[CH2:7][C:8](OC)=[O:9])(=[O:3])[CH3:2].[H-].[Al+3].[Li+].[H-].[H-].[H-].O, predict the reaction product. The product is: [OH:9][CH2:8][CH2:7][CH:6]([C:12]1[C:21]2[C:16](=[CH:17][CH:18]=[C:19]([O:22][CH3:23])[CH:20]=2)[CH:15]=[CH:14][CH:13]=1)[CH2:5][NH:4][C:1](=[O:3])[CH3:2]. (4) Given the reactants [NH2:1][C:2]1[N:6]([CH3:7])[N:5]=[CH:4][C:3]=1[C:8]1[CH:13]=[CH:12][C:11]([C:14]2[CH:19]=[CH:18][C:17]([C:20]3([C:23]([O:25][CH2:26][CH3:27])=[O:24])[CH2:22][CH2:21]3)=[CH:16][CH:15]=2)=[CH:10][CH:9]=1.Cl[C:29](Cl)([O:31]C(=O)OC(Cl)(Cl)Cl)Cl.[C:40]1([C@H:46]([OH:48])[CH3:47])[CH:45]=[CH:44][CH:43]=[CH:42][CH:41]=1, predict the reaction product. The product is: [CH2:26]([O:25][C:23]([C:20]1([C:17]2[CH:18]=[CH:19][C:14]([C:11]3[CH:10]=[CH:9][C:8]([C:3]4[CH:4]=[N:5][N:6]([CH3:7])[C:2]=4[NH:1][C:29]([O:48][C@@H:46]([C:40]4[CH:45]=[CH:44][CH:43]=[CH:42][CH:41]=4)[CH3:47])=[O:31])=[CH:13][CH:12]=3)=[CH:15][CH:16]=2)[CH2:21][CH2:22]1)=[O:24])[CH3:27]. (5) Given the reactants FC(F)(F)C(O)=O.[O:8]=[C:9]1[NH:26][C:12]2=[N:13][CH:14]=[C:15](/[CH:17]=[CH:18]/[C:19]([O:21]C(C)(C)C)=[O:20])[CH:16]=[C:11]2[NH:10]1.[Cl:27]CCl, predict the reaction product. The product is: [ClH:27].[O:8]=[C:9]1[NH:26][C:12]2=[N:13][CH:14]=[C:15](/[CH:17]=[CH:18]/[C:19]([OH:21])=[O:20])[CH:16]=[C:11]2[NH:10]1. (6) The product is: [F:1][C:2]1[CH:3]=[C:4]([C:8]2[CH:17]=[CH:16][C:15]3[C:14]([C:18]([O:20][CH2:21][CH3:22])=[O:19])=[CH:13][NH:12][C:11](=[O:31])[C:10]=3[N:9]=2)[CH:5]=[CH:6][CH:7]=1. Given the reactants [F:1][C:2]1[CH:3]=[C:4]([C:8]2[CH:17]=[CH:16][C:15]3[C:14]([C:18]([O:20][CH2:21][CH3:22])=[O:19])=[CH:13][N:12](COCC[Si](C)(C)C)[C:11](=[O:31])[C:10]=3[N:9]=2)[CH:5]=[CH:6][CH:7]=1.CCCC[N+](CCCC)(CCCC)CCCC.[F-], predict the reaction product.